From a dataset of Full USPTO retrosynthesis dataset with 1.9M reactions from patents (1976-2016). Predict the reactants needed to synthesize the given product. (1) Given the product [C:30]([O:29][C@@H:23]([C:17]1[C:18]([CH3:22])=[N:19][C:20]([CH3:21])=[C:15]([C:12]2[CH:11]=[CH:10][C:9]([OH:8])=[CH:14][CH:13]=2)[C:16]=1[N:34]1[CH2:35][CH2:36][C:37]([CH3:40])([CH3:41])[CH2:38][CH2:39]1)[C:24]([O:26][CH2:27][CH3:28])=[O:25])([CH3:31])([CH3:32])[CH3:33], predict the reactants needed to synthesize it. The reactants are: C([O:8][C:9]1[CH:14]=[CH:13][C:12]([C:15]2[C:16]([N:34]3[CH2:39][CH2:38][C:37]([CH3:41])([CH3:40])[CH2:36][CH2:35]3)=[C:17]([C@H:23]([O:29][C:30]([CH3:33])([CH3:32])[CH3:31])[C:24]([O:26][CH2:27][CH3:28])=[O:25])[C:18]([CH3:22])=[N:19][C:20]=2[CH3:21])=[CH:11][CH:10]=1)C1C=CC=CC=1. (2) Given the product [CH3:18][N:15]1[CH2:16][CH2:17][N:12]([CH2:11][C:10]2[CH:19]=[CH:20][C:7]([C:45]3[CH:46]=[C:47]4[C:53]([C:54]([O:56][CH3:57])=[O:55])=[CH:52][NH:51][C:48]4=[N:49][CH:50]=3)=[CH:8][CH:9]=2)[CH2:13][CH2:14]1, predict the reactants needed to synthesize it. The reactants are: C([Li])(C)(C)C.Br[C:7]1[CH:20]=[CH:19][C:10]([CH2:11][N:12]2[CH2:17][CH2:16][N:15]([CH3:18])[CH2:14][CH2:13]2)=[CH:9][CH:8]=1.B(OCCCC)(OCCCC)OCCCC.Cl.C(=O)([O-])[O-].[Na+].[Na+].Br[C:45]1[CH:46]=[C:47]2[C:53]([C:54]([O:56][CH3:57])=[O:55])=[CH:52][NH:51][C:48]2=[N:49][CH:50]=1.[OH-].[K+]. (3) Given the product [F:56][C:37]1[CH:36]=[C:31]([CH:32]=[CH:33][CH:34]=1)[O:1][C@@H:2]1[CH2:7][N:6]([C:8]([O:10][CH3:11])=[O:9])[C@H:5]([C:12]([N:14]2[CH2:19][CH2:18][N:17]([C:20]3[CH:21]=[CH:22][CH:23]=[CH:24][CH:25]=3)[CH2:16][CH2:15]2)=[O:13])[C@@H:4]([C:26]([NH:63][OH:72])=[O:27])[CH2:3]1, predict the reactants needed to synthesize it. The reactants are: [OH:1][C@H:2]1[CH2:7][N:6]([C:8]([O:10][CH3:11])=[O:9])[C@H:5]([C:12]([N:14]2[CH2:19][CH2:18][N:17]([C:20]3[CH:25]=[CH:24][CH:23]=[CH:22][CH:21]=3)[CH2:16][CH2:15]2)=[O:13])[C@@H:4]([C:26](OC)=[O:27])[CH2:3]1.O[C@H:31]1[CH2:36]N[C@H:34]([C:37](O)=O)[C@@H:33](C(OC)=O)[CH2:32]1.C1(N2CCNCC2)C=CC=CC=1.[F:56][P-](F)(F)(F)(F)F.[N:63]1([O:72][P+](N(C)C)(N(C)C)N(C)C)C2C=CC=CC=2N=N1.CN(C)C=O.C(N(CC)C(C)C)(C)C.C(Cl)Cl.ClC(OC)=O. (4) Given the product [C:13]1([CH3:23])[CH:18]=[CH:17][C:16]([S:19]([O:12][CH2:11][CH:8]2[CH2:9][CH2:10][C:5]3([O:4][CH2:3][CH2:2][O:1]3)[CH2:6][CH2:7]2)(=[O:21])=[O:20])=[CH:15][CH:14]=1, predict the reactants needed to synthesize it. The reactants are: [O:1]1[C:5]2([CH2:10][CH2:9][CH:8]([CH2:11][OH:12])[CH2:7][CH2:6]2)[O:4][CH2:3][CH2:2]1.[C:13]1([CH3:23])[CH:18]=[CH:17][C:16]([S:19](Cl)(=[O:21])=[O:20])=[CH:15][CH:14]=1.O. (5) Given the product [F:1][C:2]1[CH:7]=[CH:6][C:5]([O:8][C:9]2[CH:16]=[CH:15][C:14]([CH2:17][OH:18])=[CH:13][C:10]=2[C:11]#[N:12])=[CH:4][C:3]=1[C:19]([F:20])([F:21])[F:22], predict the reactants needed to synthesize it. The reactants are: [F:1][C:2]1[CH:7]=[CH:6][C:5]([O:8][C:9]2[CH:16]=[CH:15][C:14]([CH:17]=[O:18])=[CH:13][C:10]=2[C:11]#[N:12])=[CH:4][C:3]=1[C:19]([F:22])([F:21])[F:20].[BH4-].[Na+].